This data is from Forward reaction prediction with 1.9M reactions from USPTO patents (1976-2016). The task is: Predict the product of the given reaction. (1) Given the reactants [CH2:1]([C:3]1[O:4][CH:5]=[C:6]([CH2:8]P(=O)([O-])[O-])[N:7]=1)[CH3:2].[H-].[Na+].[CH3:15][O:16][CH2:17][O:18][C:19]1[C:23]([CH:24]=O)=[CH:22][N:21]([C:26]2[CH:31]=[CH:30][CH:29]=[CH:28][CH:27]=2)[N:20]=1.O, predict the reaction product. The product is: [CH2:1]([C:3]1[O:4][CH:5]=[C:6](/[CH:8]=[CH:24]\[C:23]2[C:19]([O:18][CH2:17][O:16][CH3:15])=[N:20][N:21]([C:26]3[CH:31]=[CH:30][CH:29]=[CH:28][CH:27]=3)[CH:22]=2)[N:7]=1)[CH3:2]. (2) Given the reactants C([N:4]([C:21]([O:23][C:24]([CH3:27])([CH3:26])[CH3:25])=[O:22])[N:5]1[CH2:10][C:9]([CH:11]=O)=[N:8][N:7]([C:13]([O:15][C:16]([CH3:19])([CH3:18])[CH3:17])=[O:14])[C:6]1=[O:20])(=O)C.N1C=CC=CC=1.Cl.[CH3:35][O:36][NH2:37], predict the reaction product. The product is: [C:24]([O:23][C:21]([NH:4][N:5]1[CH2:10][C:9](/[CH:11]=[N:37]/[O:36][CH3:35])=[N:8][N:7]([C:13]([O:15][C:16]([CH3:19])([CH3:18])[CH3:17])=[O:14])[C:6]1=[O:20])=[O:22])([CH3:27])([CH3:25])[CH3:26].